This data is from Catalyst prediction with 721,799 reactions and 888 catalyst types from USPTO. The task is: Predict which catalyst facilitates the given reaction. (1) Reactant: [CH2:1]([O:8][C:9]([NH:11][C@H:12]1[CH2:17][CH2:16][CH2:15][NH:14][C:13]1=[O:18])=[O:10])[C:2]1[CH:7]=[CH:6][CH:5]=[CH:4][CH:3]=1.C(N(C(C)C)CC)(C)C.C[Si](Cl)(C)C.[P:33](Cl)(Cl)(Cl)=[O:34].O.[NH3:39].[Cl-].[NH4+:41]. Product: [CH2:1]([O:8][C:9]([NH:11][C@H:12]1[CH2:17][CH2:16][CH2:15][N:14]([P:33]([NH2:41])([NH2:39])=[O:34])[C:13]1=[O:18])=[O:10])[C:2]1[CH:3]=[CH:4][CH:5]=[CH:6][CH:7]=1. The catalyst class is: 11. (2) Reactant: Cl[CH2:2][C:3]1[O:4][C:5]([C:8]2[CH:13]=[CH:12][C:11]([CH3:14])=[CH:10][CH:9]=2)=[N:6][N:7]=1.[Cl:15][C:16]1[CH:21]=[CH:20][CH:19]=[CH:18][C:17]=1[N:22]1[C:26]([C:27]2[CH:32]=[CH:31][C:30]([Cl:33])=[CH:29][CH:28]=2)=[N:25][N:24]=[C:23]1[SH:34].C([O-])([O-])=O.[K+].[K+]. Product: [C:11]1([CH3:14])[CH:12]=[CH:13][C:8]([C:5]2[O:4][C:3]([CH2:2][S:34][C:23]3[N:22]([C:17]4[CH:18]=[CH:19][CH:20]=[CH:21][C:16]=4[Cl:15])[C:26]([C:27]4[CH:32]=[CH:31][C:30]([Cl:33])=[CH:29][CH:28]=4)=[N:25][N:24]=3)=[N:7][N:6]=2)=[CH:9][CH:10]=1. The catalyst class is: 10. (3) Reactant: [CH3:1][C:2]1[C:10]2[C:5](=[CH:6][C:7]([NH:11][C:12]3[N:13]=[C:14]([N:21]4[CH2:31][CH2:30][C:24]5([O:28]C(=O)[NH:26][CH2:25]5)[CH2:23][CH2:22]4)[C:15]4[O:20][CH:19]=[CH:18][C:16]=4[N:17]=3)=[CH:8][CH:9]=2)[NH:4][N:3]=1.ClC1N=C(Cl)C2OC=CC=2N=1.O1C2(CCNCC2)CNC1=O.[OH-].[Na+]. Product: [NH2:26][CH2:25][C:24]1([OH:28])[CH2:23][CH2:22][N:21]([C:14]2[C:15]3[O:20][CH:19]=[CH:18][C:16]=3[N:17]=[C:12]([NH:11][C:7]3[CH:6]=[C:5]4[C:10]([C:2]([CH3:1])=[N:3][NH:4]4)=[CH:9][CH:8]=3)[N:13]=2)[CH2:31][CH2:30]1. The catalyst class is: 5. (4) Reactant: O=P(Cl)(Cl)Cl.CN([CH:9]=[O:10])C.[CH2:11]([C:13]1[NH:17][CH:16]=[C:15]([C:18]#[N:19])[CH:14]=1)[CH3:12].C([O-])(=O)C.[Na+]. Product: [CH2:11]([C:13]1[NH:17][C:16]([CH:9]=[O:10])=[C:15]([C:18]#[N:19])[CH:14]=1)[CH3:12]. The catalyst class is: 26.